Task: Predict the product of the given reaction.. Dataset: Forward reaction prediction with 1.9M reactions from USPTO patents (1976-2016) (1) Given the reactants Cl.[CH3:2][O:3][CH2:4][CH2:5][O:6][C@@H:7]1[CH2:12][CH2:11][CH2:10][N:9]([CH2:13][C@@H:14]2[CH2:19][CH2:18][CH2:17][CH2:16][C@H:15]2[NH2:20])[CH2:8]1.[N:21]1([C:26]2[C:31](C(O)=O)=[CH:30][CH:29]=[CH:28][CH:27]=2)[CH:25]=[CH:24]N=C1.C([N:38]([CH:41](C)C)CC)(C)C.CN([C:47]([O:51]N1N=NC2C=CC=NC1=2)=[N+](C)C)C.F[P-](F)(F)(F)(F)F, predict the reaction product. The product is: [CH3:2][O:3][CH2:4][CH2:5][O:6][C@@H:7]1[CH2:12][CH2:11][CH2:10][N:9]([CH2:13][C@@H:14]2[CH2:19][CH2:18][CH2:17][CH2:16][C@H:15]2[NH:20][C:47](=[O:51])[C:29]2[CH:28]=[CH:27][C:26]([N:21]3[CH:25]=[CH:24][CH:41]=[N:38]3)=[CH:31][CH:30]=2)[CH2:8]1. (2) Given the reactants [I:1][C:2]1[CH:7]=[CH:6][C:5]([CH:8]2[CH:17]([C:18]3[CH:23]=[CH:22][C:21]([O:24]C4CCCCO4)=[CH:20][CH:19]=3)[C:16]([C:36]([F:39])([F:38])[F:37])([O:31][Si](C)(C)C)[C:15]3[C:10](=[CH:11][CH:12]=[C:13]([O:40]C4CCCCO4)[CH:14]=3)[O:9]2)=[CH:4][CH:3]=1, predict the reaction product. The product is: [OH:24][C:21]1[CH:20]=[CH:19][C:18]([CH:17]2[C:16]([C:36]([F:39])([F:37])[F:38])([OH:31])[C:15]3[C:10](=[CH:11][CH:12]=[C:13]([OH:40])[CH:14]=3)[O:9][CH:8]2[C:5]2[CH:4]=[CH:3][C:2]([I:1])=[CH:7][CH:6]=2)=[CH:23][CH:22]=1. (3) Given the reactants [C:1]([C:3]1([NH:6][C:7]([C@@H:9]2[CH2:13][C@@H:12]([S:14]([C:17]3[CH:22]=[CH:21][C:20](F)=[CH:19][C:18]=3[Cl:24])(=[O:16])=[O:15])[CH2:11][N:10]2[C:25]2[N:26]([CH:31]3[CH2:34][CH2:33][CH2:32]3)[N:27]=[C:28]([CH3:30])[CH:29]=2)=[O:8])[CH2:5][CH2:4]1)#[N:2].[F:35][C:36]([F:40])([F:39])[CH2:37][OH:38], predict the reaction product. The product is: [CH2:37]([OH:38])[C:36]([F:40])([F:39])[F:35].[C:1]([C:3]1([NH:6][C:7]([C@@H:9]2[CH2:13][C@@H:12]([S:14]([C:17]3[CH:22]=[CH:21][C:20]([O:38][CH2:37][C:36]([F:40])([F:39])[F:35])=[CH:19][C:18]=3[Cl:24])(=[O:16])=[O:15])[CH2:11][N:10]2[C:25]2[N:26]([CH:31]3[CH2:32][CH2:33][CH2:34]3)[N:27]=[C:28]([CH3:30])[CH:29]=2)=[O:8])[CH2:4][CH2:5]1)#[N:2]. (4) Given the reactants Cl[C:2]1[N:7]=[CH:6][C:5]([O:8][CH:9]2[CH2:14][CH2:13][N:12]([C:15]([O:17][C:18]([CH3:21])([CH3:20])[CH3:19])=[O:16])[CH2:11][CH2:10]2)=[CH:4][CH:3]=1.[CH3:22][N:23]([CH3:35])[C:24]([C:26]1[CH:27]=[C:28]2[C:32](=[CH:33][CH:34]=1)[NH:31][CH2:30][CH2:29]2)=[O:25], predict the reaction product. The product is: [C:18]([O:17][C:15]([N:12]1[CH2:13][CH2:14][CH:9]([O:8][C:5]2[CH:6]=[N:7][C:2]([N:31]3[C:32]4[C:28](=[CH:27][C:26]([C:24](=[O:25])[N:23]([CH3:22])[CH3:35])=[CH:34][CH:33]=4)[CH2:29][CH2:30]3)=[CH:3][CH:4]=2)[CH2:10][CH2:11]1)=[O:16])([CH3:21])([CH3:20])[CH3:19].